This data is from Full USPTO retrosynthesis dataset with 1.9M reactions from patents (1976-2016). The task is: Predict the reactants needed to synthesize the given product. (1) The reactants are: [C:1]([O:5][C:6](=[O:27])[N:7]([C:20]([O:22][C:23]([CH3:26])([CH3:25])[CH3:24])=[O:21])[NH:8][C:9]1[S:10][CH:11]=[C:12]([C:14]2[CH:19]=[CH:18][CH:17]=[CH:16][CH:15]=2)[N:13]=1)([CH3:4])([CH3:3])[CH3:2].[CH3:28][O:29][C:30]1[CH:31]=[C:32]([CH:36]=[CH:37][C:38]=1[O:39][CH3:40])[C:33](Cl)=[O:34].[Li+].CC([N-]C(C)C)C.C(OC(N(C(OC(C)(C)C)=O)NC1SC(C(OCC)=O)=C(C2C=CC=CC=2)N=1)=O)(C)(C)C. Given the product [C:23]([O:22][C:20](=[O:21])[N:7]([C:6]([O:5][C:1]([CH3:4])([CH3:3])[CH3:2])=[O:27])[NH:8][C:9]1[S:10][C:11]([C:33](=[O:34])[C:32]2[CH:36]=[CH:37][C:38]([O:39][CH3:40])=[C:30]([O:29][CH3:28])[CH:31]=2)=[C:12]([C:14]2[CH:19]=[CH:18][CH:17]=[CH:16][CH:15]=2)[N:13]=1)([CH3:26])([CH3:25])[CH3:24], predict the reactants needed to synthesize it. (2) Given the product [Cl:1][C:2]1[C:3]([O:12][C:13]2[CH:18]=[C:17]([O:19][CH2:20][CH2:21][CH2:22][O:23][CH2:24][CH2:25][O:26][CH3:27])[CH:16]=[CH:15][C:14]=2[CH2:28][CH2:29][C:30]([NH:32][S:33]([CH2:36][CH2:37][CH2:38][CH2:39][CH3:40])(=[O:35])=[O:34])=[O:31])=[N:4][CH:5]=[C:6]([C:8]([F:10])([F:9])[F:11])[CH:7]=1, predict the reactants needed to synthesize it. The reactants are: [Cl:1][C:2]1[C:3]([O:12][C:13]2[CH:18]=[C:17]([O:19][CH2:20][CH2:21][CH2:22][O:23][CH2:24][CH2:25][O:26][CH3:27])[CH:16]=[CH:15][C:14]=2/[CH:28]=[CH:29]/[C:30]([NH:32][S:33]([CH2:36][CH2:37][CH2:38][CH2:39][CH3:40])(=[O:35])=[O:34])=[O:31])=[N:4][CH:5]=[C:6]([C:8]([F:11])([F:10])[F:9])[CH:7]=1.